From a dataset of Forward reaction prediction with 1.9M reactions from USPTO patents (1976-2016). Predict the product of the given reaction. (1) Given the reactants N[C:2]1[CH:26]=[CH:25][C:5]2[C:6]3[CH:12]=[CH:11][C:10]([S:13]([NH:16][C@@H:17]([CH:22]([CH3:24])[CH3:23])[C:18]([O:20][CH3:21])=[O:19])(=[O:15])=[O:14])=[CH:9][C:7]=3[O:8][C:4]=2[CH:3]=1.Cl.N([O-])=O.[Na+].[Na+].[I-:33], predict the reaction product. The product is: [I:33][C:2]1[CH:26]=[CH:25][C:5]2[C:6]3[CH:12]=[CH:11][C:10]([S:13]([NH:16][C@@H:17]([CH:22]([CH3:24])[CH3:23])[C:18]([O:20][CH3:21])=[O:19])(=[O:15])=[O:14])=[CH:9][C:7]=3[O:8][C:4]=2[CH:3]=1. (2) Given the reactants [Br:1][C:2]1[CH:3]=[C:4]([C:8]2([C:16]3[CH:21]=[CH:20][CH:19]=[C:18]([OH:22])[CH:17]=3)[NH:12][C:11](=[S:13])[N:10]([CH3:14])[C:9]2=[O:15])[CH:5]=[CH:6][CH:7]=1.[CH2:23]([S:26](Cl)(=[O:28])=[O:27])[CH2:24][CH3:25], predict the reaction product. The product is: [CH2:23]([S:26]([O:22][C:18]1[CH:19]=[CH:20][CH:21]=[C:16]([C:8]2([C:4]3[CH:5]=[CH:6][CH:7]=[C:2]([Br:1])[CH:3]=3)[C:9](=[O:15])[N:10]([CH3:14])[C:11](=[S:13])[NH:12]2)[CH:17]=1)(=[O:28])=[O:27])[CH2:24][CH3:25]. (3) The product is: [Cl:15][C:12]1[CH:13]=[CH:14][C:9]([O:8][CH2:7][C:6]([OH:5])=[O:18])=[C:10]([C:16]#[C:17][C:21]2[CH:22]=[C:23]([S:26]([CH3:29])(=[O:27])=[O:28])[CH:24]=[CH:25][C:20]=2[F:19])[CH:11]=1. Given the reactants C([O:5][C:6](=[O:18])[CH2:7][O:8][C:9]1[CH:14]=[CH:13][C:12]([Cl:15])=[CH:11][C:10]=1[C:16]#[CH:17])(C)(C)C.[F:19][C:20]1[CH:25]=[CH:24][C:23]([S:26]([CH3:29])(=[O:28])=[O:27])=[CH:22][C:21]=1I.C(N(CC)CC)C, predict the reaction product. (4) Given the reactants [CH3:1][CH2:2][CH2:3][NH:4][C@@H:5]1[CH2:14][C:9]2[S:10][C:11]([NH2:13])=[N:12][C:8]=2[CH2:7][CH2:6]1.[OH:15][C:16]1[CH:21]=[CH:20][C:19]([CH2:22][CH2:23][CH2:24][CH2:25][CH:26]=O)=[CH:18][C:17]=1[O:28][CH3:29].[BH-](OC(C)=O)(OC(C)=O)OC(C)=O.[Na+].CO, predict the reaction product. The product is: [NH2:13][C:11]1[S:10][C:9]2[CH2:14][CH:5]([N:4]([CH2:3][CH2:2][CH3:1])[CH2:26][CH2:25][CH2:24][CH2:23][CH2:22][C:19]3[CH:20]=[CH:21][C:16]([OH:15])=[C:17]([O:28][CH3:29])[CH:18]=3)[CH2:6][CH2:7][C:8]=2[N:12]=1.